From a dataset of Catalyst prediction with 721,799 reactions and 888 catalyst types from USPTO. Predict which catalyst facilitates the given reaction. (1) Reactant: [CH3:1][O:2][C:3]1[CH:8]=[CH:7][C:6]([C:9]2[C:18]([C:19]3[CH:24]=[CH:23][C:22]([O:25][CH3:26])=[CH:21][CH:20]=3)=[N:17][C:16]3[C:11](=[CH:12][CH:13]=[CH:14][C:15]=3[NH:27][C:28]3[CH:33]=[CH:32][C:31]([N+:34]([O-])=O)=[CH:30][CH:29]=3)[N:10]=2)=[CH:5][CH:4]=1. Product: [O:2]([C:3]1[CH:4]=[CH:5][C:6]([C:9]2[C:18]([C:19]3[CH:24]=[CH:23][C:22]([O:25][CH3:26])=[CH:21][CH:20]=3)=[N:17][C:16]3[C:11](=[CH:12][CH:13]=[CH:14][C:15]=3[NH:27][C:28]3[CH:29]=[CH:30][C:31]([NH2:34])=[CH:32][CH:33]=3)[N:10]=2)=[CH:7][CH:8]=1)[CH3:1]. The catalyst class is: 7. (2) Reactant: [F:1][C:2]1[CH:3]=[C:4]2[C:8](=[CH:9][CH:10]=1)[NH:7][CH:6]=[C:5]2[C:11]1[CH:16]=[CH:15][N:14]=[C:13]([NH:17][C:18]2[CH:23]=[CH:22][C:21]([N:24]3[CH2:29][CH2:28][NH:27][CH2:26][CH2:25]3)=[CH:20][CH:19]=2)[N:12]=1.[CH3:30][N:31]1[CH:35]=[C:34]([S:36](Cl)(=[O:38])=[O:37])[CH:33]=[N:32]1.C(N(CC)CC)C. Product: [F:1][C:2]1[CH:3]=[C:4]2[C:8](=[CH:9][CH:10]=1)[NH:7][CH:6]=[C:5]2[C:11]1[CH:16]=[CH:15][N:14]=[C:13]([NH:17][C:18]2[CH:19]=[CH:20][C:21]([N:24]3[CH2:29][CH2:28][N:27]([S:36]([C:34]4[CH:33]=[N:32][N:31]([CH3:30])[CH:35]=4)(=[O:38])=[O:37])[CH2:26][CH2:25]3)=[CH:22][CH:23]=2)[N:12]=1. The catalyst class is: 546.